Dataset: Peptide-MHC class I binding affinity with 185,985 pairs from IEDB/IMGT. Task: Regression. Given a peptide amino acid sequence and an MHC pseudo amino acid sequence, predict their binding affinity value. This is MHC class I binding data. (1) The peptide sequence is PVVCSMEYK. The MHC is HLA-A03:01 with pseudo-sequence HLA-A03:01. The binding affinity (normalized) is 0.300. (2) The peptide sequence is GEKKKLRPRW. The MHC is HLA-B44:02 with pseudo-sequence HLA-B44:02. The binding affinity (normalized) is 0.461. (3) The peptide sequence is HSNLNDTTY. The MHC is HLA-A02:16 with pseudo-sequence HLA-A02:16. The binding affinity (normalized) is 0.0847. (4) The peptide sequence is KAYKIISLK. The MHC is BoLA-T2a with pseudo-sequence BoLA-T2a. The binding affinity (normalized) is 0.405. (5) The peptide sequence is MGVRNSVLSG. The MHC is HLA-B27:05 with pseudo-sequence HLA-B27:05. The binding affinity (normalized) is 0. (6) The peptide sequence is STSPTRTWK. The MHC is HLA-A11:01 with pseudo-sequence HLA-A11:01. The binding affinity (normalized) is 1.00. (7) The peptide sequence is PISASDMQK. The MHC is HLA-A68:01 with pseudo-sequence HLA-A68:01. The binding affinity (normalized) is 0.160. (8) The peptide sequence is WTYNAELL. The MHC is H-2-Kb with pseudo-sequence H-2-Kb. The binding affinity (normalized) is 0.311. (9) The peptide sequence is QAHMGIAGL. The MHC is HLA-B15:17 with pseudo-sequence HLA-B15:17. The binding affinity (normalized) is 0.898.